Dataset: Catalyst prediction with 721,799 reactions and 888 catalyst types from USPTO. Task: Predict which catalyst facilitates the given reaction. (1) Reactant: [CH:1]([NH:3][C:4]1[CH:5]=[C:6]([CH:11]([OH:37])[CH2:12][NH:13][C@H:14]([CH3:36])[CH2:15][CH2:16][CH2:17][CH2:18][CH2:19][CH2:20][CH2:21][CH2:22][CH2:23][CH2:24][NH:25]C(=O)OCC2C=CC=CC=2)[CH:7]=[CH:8][C:9]=1[OH:10])=[O:2].[H][H]. Product: [NH2:25][CH2:24][CH2:23][CH2:22][CH2:21][CH2:20][CH2:19][CH2:18][CH2:17][CH2:16][CH2:15][CH:14]([NH:13][CH2:12][C@@H:11]([C:6]1[CH:7]=[CH:8][C:9]([OH:10])=[C:4]([NH:3][CH:1]=[O:2])[CH:5]=1)[OH:37])[CH3:36]. The catalyst class is: 19. (2) Reactant: [CH2:1]([O:5][C:6]1[C:15]2[C:10](=[CH:11][CH:12]=[C:13]([C:16]#[N:17])[CH:14]=2)[C:9](=[O:18])[N:8]([CH2:19][CH:20]([CH3:22])[CH3:21])[C:7]=1[CH2:23][NH:24][C:25](=[O:31])[O:26][C:27]([CH3:30])([CH3:29])[CH3:28])[CH2:2][CH2:3][CH3:4].C(=O)([O-])[O-].[Na+].[Na+].Cl.[NH2:39][OH:40].O. Product: [NH2:17][C:16](=[N:39][OH:40])[C:13]1[CH:14]=[C:15]2[C:10](=[CH:11][CH:12]=1)[C:9](=[O:18])[N:8]([CH2:19][CH:20]([CH3:21])[CH3:22])[C:7]([CH2:23][NH:24][C:25](=[O:31])[O:26][C:27]([CH3:28])([CH3:30])[CH3:29])=[C:6]2[O:5][CH2:1][CH2:2][CH2:3][CH3:4]. The catalyst class is: 8.